This data is from Reaction yield outcomes from USPTO patents with 853,638 reactions. The task is: Predict the reaction yield, written as a fraction of the theoretical maximum amount of product (1.0 means a 100% yield; for example, 0.34 means a 34% yield). (1) The reactants are O=C(Cl)[O:3][C:4](Cl)(Cl)Cl.[F:9][C:10]1[CH:15]=[CH:14][C:13]([NH:16][CH2:17][C:18]2[C:19]([NH:26][CH3:27])=[N:20][C:21]([S:24][CH3:25])=[N:22][CH:23]=2)=[CH:12][C:11]=1[N+:28]([O-:30])=[O:29].CCN(CC)CC. The catalyst is O1CCOCC1. The product is [F:9][C:10]1[CH:15]=[CH:14][C:13]([N:16]2[CH2:17][C:18]3[C:19](=[N:20][C:21]([S:24][CH3:25])=[N:22][CH:23]=3)[N:26]([CH3:27])[C:4]2=[O:3])=[CH:12][C:11]=1[N+:28]([O-:30])=[O:29]. The yield is 0.890. (2) The reactants are [CH:1]1([C:4]2([F:25])[CH2:7][N:6]([C:8]3[N:13]=[C:12]([S:14]([CH3:17])(=O)=O)[N:11]=[C:10]([NH:18][C:19]4[NH:23][N:22]=[C:21]([CH3:24])[CH:20]=4)[CH:9]=3)[CH2:5]2)[CH2:3][CH2:2]1.[F:26][C:27]([F:40])([F:39])[CH2:28][C:29]([NH:31][C:32]1[CH:37]=[CH:36]C(S)=[CH:34][CH:33]=1)=[O:30]. The catalyst is CC#N. The product is [CH3:24][C:21]1[CH:20]=[C:19]([NH:18][C:10]2[CH:9]=[C:8]([N:6]3[CH2:7][C:4]([CH:1]4[CH2:3][CH2:2]4)([F:25])[CH2:5]3)[N:13]=[C:12]([S:14][C:17]3[CH:34]=[CH:33][C:32]([NH:31][C:29](=[O:30])[CH2:28][C:27]([F:40])([F:26])[F:39])=[CH:37][CH:36]=3)[N:11]=2)[NH:23][N:22]=1. The yield is 0.720. (3) The reactants are Cl[C:2]1[C:3]2[S:10][CH:9]=[C:8]([CH3:11])[C:4]=2[N:5]=[CH:6][N:7]=1.C(N(CC)CC)C. The catalyst is CO.[OH-].[OH-].[Pd+2]. The product is [CH3:11][C:8]1[C:4]2[N:5]=[CH:6][N:7]=[CH:2][C:3]=2[S:10][CH:9]=1. The yield is 0.850.